The task is: Predict the product of the given reaction.. This data is from Forward reaction prediction with 1.9M reactions from USPTO patents (1976-2016). (1) Given the reactants [F:1][CH:2]([F:27])[C:3]1[CH:8]=[CH:7][C:6]([C:9]([F:26])([F:25])[CH2:10][N:11]2[CH2:16][CH2:15][CH:14]([NH:17]C(=O)OC(C)(C)C)[CH2:13][CH2:12]2)=[CH:5][CH:4]=1.C(O)(C(F)(F)F)=O, predict the reaction product. The product is: [F:27][CH:2]([F:1])[C:3]1[CH:8]=[CH:7][C:6]([C:9]([F:26])([F:25])[CH2:10][N:11]2[CH2:12][CH2:13][CH:14]([NH2:17])[CH2:15][CH2:16]2)=[CH:5][CH:4]=1. (2) Given the reactants C[O:2][C:3]([C@@H:5]1[O:9][C:8](=[O:10])[N:7]([C:11]2[CH:24]=[CH:23][C:14]3[N:15]([CH3:22])[C:16](=[O:21])[C:17]([F:20])([F:19])[O:18][C:13]=3[CH:12]=2)[CH2:6]1)=O.[CH3:25][NH2:26], predict the reaction product. The product is: [CH3:25][NH:26][C:3]([C@@H:5]1[O:9][C:8](=[O:10])[N:7]([C:11]2[CH:24]=[CH:23][C:14]3[N:15]([CH3:22])[C:16](=[O:21])[C:17]([F:20])([F:19])[O:18][C:13]=3[CH:12]=2)[CH2:6]1)=[O:2]. (3) Given the reactants Br[C:2]1[C:7]([C:8]([F:11])([F:10])[F:9])=[CH:6][C:5]([NH:12][C:13]2[N:17]=[C:16]([NH2:18])[NH:15][N:14]=2)=[CH:4][C:3]=1[Cl:19].[CH:20]([S:23]([C:26]1[CH:31]=[CH:30][C:29](B(O)O)=[CH:28][CH:27]=1)(=[O:25])=[O:24])([CH3:22])[CH3:21].C([O-])([O-])=O.[K+].[K+], predict the reaction product. The product is: [Cl:19][C:3]1[CH:4]=[C:5]([NH:12][C:13]2[N:17]=[C:16]([NH2:18])[NH:15][N:14]=2)[CH:6]=[C:7]([C:8]([F:11])([F:10])[F:9])[C:2]=1[C:29]1[CH:28]=[CH:27][C:26]([S:23]([CH:20]([CH3:22])[CH3:21])(=[O:25])=[O:24])=[CH:31][CH:30]=1.